Dataset: Peptide-MHC class I binding affinity with 185,985 pairs from IEDB/IMGT. Task: Regression. Given a peptide amino acid sequence and an MHC pseudo amino acid sequence, predict their binding affinity value. This is MHC class I binding data. The peptide sequence is SIDHCSSFIV. The MHC is HLA-A02:03 with pseudo-sequence HLA-A02:03. The binding affinity (normalized) is 0.385.